Dataset: Forward reaction prediction with 1.9M reactions from USPTO patents (1976-2016). Task: Predict the product of the given reaction. (1) Given the reactants [C:1]([C:3]1[C:4](O)=[C:5]([CH:9]=[CH:10][CH:11]=1)[C:6]([OH:8])=[O:7])#[N:2].COS([O:18][CH3:19])(=O)=O.[C:20](=O)([O-])[O-].[K+].[K+].CC(C)=O, predict the reaction product. The product is: [C:1]([C:3]1[C:4]([O:18][CH3:19])=[C:5]([CH:9]=[CH:10][CH:11]=1)[C:6]([O:8][CH3:20])=[O:7])#[N:2]. (2) Given the reactants C1(P(C2C=CC=CC=2)C2C=CC=CC=2)C=CC=CC=1.[C:20]([O:24][C:25]([N:27]1[CH2:32][CH2:31][CH:30]([OH:33])[CH2:29][CH2:28]1)=[O:26])([CH3:23])([CH3:22])[CH3:21].[Br:34][C:35]1[CH:36]=[C:37]2[C:42](=[CH:43][C:44]=1O)[N:41]=[C:40]([S:46][CH3:47])[N:39]=[CH:38]2, predict the reaction product. The product is: [C:20]([O:24][C:25]([N:27]1[CH2:32][CH2:31][CH:30]([O:33][C:44]2[CH:43]=[C:42]3[C:37]([CH:38]=[N:39][C:40]([S:46][CH3:47])=[N:41]3)=[CH:36][C:35]=2[Br:34])[CH2:29][CH2:28]1)=[O:26])([CH3:23])([CH3:21])[CH3:22]. (3) Given the reactants [Cl:1][C:2]1[CH:7]=[C:6]([Cl:8])[CH:5]=[CH:4][C:3]=1[C:9](=[O:12])[CH2:10]Cl.[NH:13]1[CH:17]=[CH:16][N:15]=[CH:14]1, predict the reaction product. The product is: [Cl:1][C:2]1[CH:7]=[C:6]([Cl:8])[CH:5]=[CH:4][C:3]=1[C:9](=[O:12])[CH2:10][C:14]1[NH:13][CH:17]=[CH:16][N:15]=1.